This data is from Reaction yield outcomes from USPTO patents with 853,638 reactions. The task is: Predict the reaction yield, written as a fraction of the theoretical maximum amount of product (1.0 means a 100% yield; for example, 0.34 means a 34% yield). The reactants are Br[C:2]1[CH:3]=[CH:4][CH:5]=[C:6]2[C:11]=1[C:10](=[O:12])[NH:9][CH:8]=[CH:7]2.C(O)C.C(=O)(O)[O-].[Na+].[N:21]1[CH:26]=[CH:25][C:24](B(O)O)=[CH:23][CH:22]=1. The catalyst is ClCCl.O.C(Cl)Cl.CO.C1(C)C=CC=CC=1. The product is [N:21]1[CH:26]=[CH:25][C:24]([C:2]2[CH:3]=[CH:4][CH:5]=[C:6]3[C:11]=2[C:10](=[O:12])[NH:9][CH:8]=[CH:7]3)=[CH:23][CH:22]=1. The yield is 0.469.